This data is from Peptide-MHC class I binding affinity with 185,985 pairs from IEDB/IMGT. The task is: Regression. Given a peptide amino acid sequence and an MHC pseudo amino acid sequence, predict their binding affinity value. This is MHC class I binding data. (1) The peptide sequence is HSPRELIFQV. The MHC is Mamu-A01 with pseudo-sequence Mamu-A01. The binding affinity (normalized) is 0.555. (2) The binding affinity (normalized) is 0.683. The peptide sequence is KVNSVIEKM. The MHC is Mamu-A02 with pseudo-sequence Mamu-A02. (3) The peptide sequence is LLNSMMNRDK. The MHC is HLA-A33:01 with pseudo-sequence HLA-A33:01. The binding affinity (normalized) is 0.0552. (4) The peptide sequence is WEFVNTPPL. The MHC is Mamu-A11 with pseudo-sequence Mamu-A11. The binding affinity (normalized) is 0.960. (5) The peptide sequence is NQQVTNSKY. The MHC is HLA-A30:01 with pseudo-sequence HLA-A30:01. The binding affinity (normalized) is 0.0847. (6) The peptide sequence is APKEFRGAL. The MHC is HLA-B58:01 with pseudo-sequence HLA-B58:01. The binding affinity (normalized) is 0.0847.